Predict the reactants needed to synthesize the given product. From a dataset of Full USPTO retrosynthesis dataset with 1.9M reactions from patents (1976-2016). (1) Given the product [CH3:12][O:13][C:14]1[CH:21]=[C:20]([O:22][CH3:23])[CH:19]=[CH:18][C:15]=1[CH2:16][NH:17][CH:6]1[CH2:7][CH2:8][CH:3]([C:2]([F:11])([F:10])[F:1])[CH2:4][CH2:5]1, predict the reactants needed to synthesize it. The reactants are: [F:1][C:2]([F:11])([F:10])[CH:3]1[CH2:8][CH2:7][C:6](=O)[CH2:5][CH2:4]1.[CH3:12][O:13][C:14]1[CH:21]=[C:20]([O:22][CH3:23])[CH:19]=[CH:18][C:15]=1[CH2:16][NH2:17].[BH3-]C#N.[Na+]. (2) Given the product [Cl:14][C:13]1[C:3]2[CH2:2][N:33]([CH:31]([C:19]3[N:20]=[N:21][C:22]([O:23][CH2:24][C:25]([F:29])([F:30])[CH:26]([F:28])[F:27])=[C:17]([CH3:16])[CH:18]=3)[CH3:32])[C:5](=[O:7])[C:4]=2[CH:10]=[CH:11][N:12]=1, predict the reactants needed to synthesize it. The reactants are: Br[CH2:2][C:3]1[C:13]([Cl:14])=[N:12][CH:11]=[CH:10][C:4]=1[C:5]([O:7]CC)=O.Cl.[CH3:16][C:17]1[CH:18]=[C:19]([CH:31]([NH2:33])[CH3:32])[N:20]=[N:21][C:22]=1[O:23][CH2:24][C:25]([F:30])([F:29])[CH:26]([F:28])[F:27]. (3) Given the product [CH2:1]([O:3][C:4](=[O:41])[CH2:5][CH2:6][CH2:7][O:8][C:9]1[CH:14]=[CH:13][CH:12]=[C:11]([CH2:15][CH2:16][CH2:17][CH2:18][CH2:19][CH2:20][O:21][C:22]2[CH:27]=[C:26]([C:28]3[CH:32]=[CH:31][S:30][CH:29]=3)[CH:25]=[C:24]([C:45]3[CH:46]=[CH:47][N:42]=[CH:43][CH:44]=3)[CH:23]=2)[C:10]=1[CH2:34][CH2:35][C:36]([O:38][CH2:39][CH3:40])=[O:37])[CH3:2], predict the reactants needed to synthesize it. The reactants are: [CH2:1]([O:3][C:4](=[O:41])[CH2:5][CH2:6][CH2:7][O:8][C:9]1[CH:14]=[CH:13][CH:12]=[C:11]([CH2:15][CH2:16][CH2:17][CH2:18][CH2:19][CH2:20][O:21][C:22]2[CH:27]=[C:26]([C:28]3[CH:32]=[CH:31][S:30][CH:29]=3)[CH:25]=[C:24](I)[CH:23]=2)[C:10]=1[CH2:34][CH2:35][C:36]([O:38][CH2:39][CH3:40])=[O:37])[CH3:2].[N:42]1[CH:47]=[CH:46][C:45](B(O)O)=[CH:44][CH:43]=1. (4) Given the product [N+:11]([C:14]1[CH:21]=[C:20]([N+:22]([O-:24])=[O:23])[CH:19]=[CH:18][C:15]=1[CH:16]=[CH:1][C:2]([C:4]1[CH:9]=[CH:8][C:7]([I:10])=[CH:6][CH:5]=1)=[O:3])([O-:13])=[O:12], predict the reactants needed to synthesize it. The reactants are: [CH3:1][C:2]([C:4]1[CH:9]=[CH:8][C:7]([I:10])=[CH:6][CH:5]=1)=[O:3].[N+:11]([C:14]1[CH:21]=[C:20]([N+:22]([O-:24])=[O:23])[CH:19]=[CH:18][C:15]=1[CH:16]=O)([O-:13])=[O:12].[OH-].[K+].